This data is from Reaction yield outcomes from USPTO patents with 853,638 reactions. The task is: Predict the reaction yield, written as a fraction of the theoretical maximum amount of product (1.0 means a 100% yield; for example, 0.34 means a 34% yield). (1) The reactants are Br[C:2]1[CH:10]=[CH:9][CH:8]=[C:7]2[C:3]=1[C:4]1([C:34]3[C:25](=[CH:26][C:27]4[O:32][CH2:31][CH2:30][O:29][C:28]=4[CH:33]=3)[O:24][CH2:23]1)[C:5](=[O:22])[N:6]2[CH2:11][C:12]1[C:17]([C:18]([F:21])([F:20])[F:19])=[CH:16][CH:15]=[CH:14][N:13]=1.CC(C)([O-])C.[Na+].C1(P(C2C=CC=CC=2)C2C=CC3C(=CC=CC=3)C=2C2C3C(=CC=CC=3)C=CC=2P(C2C=CC=CC=2)C2C=CC=CC=2)C=CC=CC=1.[CH2:87]([NH2:94])[C:88]1[CH:93]=[CH:92][CH:91]=[CH:90][CH:89]=1. The catalyst is C1(C)C=CC=CC=1.C1C=CC(/C=C/C(/C=C/C2C=CC=CC=2)=O)=CC=1.C1C=CC(/C=C/C(/C=C/C2C=CC=CC=2)=O)=CC=1.C1C=CC(/C=C/C(/C=C/C2C=CC=CC=2)=O)=CC=1.[Pd].[Pd]. The product is [CH2:87]([NH:94][C:2]1[CH:10]=[CH:9][CH:8]=[C:7]2[C:3]=1[C:4]1([C:34]3[C:25](=[CH:26][C:27]4[O:32][CH2:31][CH2:30][O:29][C:28]=4[CH:33]=3)[O:24][CH2:23]1)[C:5](=[O:22])[N:6]2[CH2:11][C:12]1[C:17]([C:18]([F:21])([F:20])[F:19])=[CH:16][CH:15]=[CH:14][N:13]=1)[C:88]1[CH:93]=[CH:92][CH:91]=[CH:90][CH:89]=1. The yield is 0.310. (2) The reactants are [Cl:1][C:2]1[CH:3]=[C:4]([N:9]=[C:10]=[O:11])[CH:5]=[CH:6][C:7]=1[Cl:8].Cl.[NH2:13][CH2:14][C:15]1[CH:16]=[C:17]2[C:21](=[CH:22][CH:23]=1)[C:20](=[O:24])[N:19]([CH:25]1[CH2:30][CH2:29][C:28](=[O:31])[NH:27][C:26]1=[O:32])[CH2:18]2.C(N(CC)CC)C.O. The catalyst is CN(C=O)C. The product is [Cl:1][C:2]1[CH:3]=[C:4]([NH:9][C:10]([NH:13][CH2:14][C:15]2[CH:16]=[C:17]3[C:21](=[CH:22][CH:23]=2)[C:20](=[O:24])[N:19]([CH:25]2[CH2:30][CH2:29][C:28](=[O:31])[NH:27][C:26]2=[O:32])[CH2:18]3)=[O:11])[CH:5]=[CH:6][C:7]=1[Cl:8]. The yield is 0.600. (3) The reactants are [F:1][C:2]1[CH:7]=[C:6]([CH2:8][N:9]2[C:14](=[O:15])[CH:13]=[C:12]([CH3:16])[N:11]=[C:10]2[CH2:17][CH2:18][CH3:19])[CH:5]=[CH:4][C:3]=1[C:20]1[C:21]([C:26]#[N:27])=[CH:22][CH:23]=[CH:24][CH:25]=1.C([O-])(=O)C.[Na+].[Br:33]Br. The catalyst is C(O)(=O)C. The product is [Br:33][C:13]1[C:14](=[O:15])[N:9]([CH2:8][C:6]2[CH:5]=[CH:4][C:3]([C:20]3[C:21]([C:26]#[N:27])=[CH:22][CH:23]=[CH:24][CH:25]=3)=[C:2]([F:1])[CH:7]=2)[C:10]([CH2:17][CH2:18][CH3:19])=[N:11][C:12]=1[CH3:16]. The yield is 0.570. (4) The reactants are [NH:1](C(OCC1C=CC=CC=1)=O)[C@H:2]([C:7]([NH:9][C@H:10]([C:18]([NH:20][CH2:21][CH2:22][CH2:23][CH2:24][CH2:25][CH2:26][CH2:27][CH3:28])=[O:19])[CH2:11][C:12]1[CH:17]=[CH:16][CH:15]=[CH:14][CH:13]=1)=[O:8])[CH2:3][CH:4]([CH3:6])[CH3:5].C([O-])([O-])=O.[Na+].[Na+]. The catalyst is CN1CCCC1=O.[Pd]. The product is [NH2:1][C@H:2]([C:7]([NH:9][C@H:10]([C:18]([NH:20][CH2:21][CH2:22][CH2:23][CH2:24][CH2:25][CH2:26][CH2:27][CH3:28])=[O:19])[CH2:11][C:12]1[CH:17]=[CH:16][CH:15]=[CH:14][CH:13]=1)=[O:8])[CH2:3][CH:4]([CH3:5])[CH3:6]. The yield is 0.850.